This data is from Full USPTO retrosynthesis dataset with 1.9M reactions from patents (1976-2016). The task is: Predict the reactants needed to synthesize the given product. (1) Given the product [F:27][C:25]([F:26])([F:28])[C:22]1[N:21]=[CH:20][C:19]([NH:18][C:14]2[C:15]3[CH2:16][CH2:17][NH:8][CH2:9][C:10]=3[N:11]=[CH:12][N:13]=2)=[CH:24][CH:23]=1, predict the reactants needed to synthesize it. The reactants are: C([N:8]1[CH2:17][CH2:16][C:15]2[C:14]([NH:18][C:19]3[CH:20]=[N:21][C:22]([C:25]([F:28])([F:27])[F:26])=[CH:23][CH:24]=3)=[N:13][CH:12]=[N:11][C:10]=2[CH2:9]1)C1C=CC=CC=1. (2) The reactants are: ClC(Cl)(Cl)C([O:6][C:7]([N:9]1[CH:14]2[C:15]([C:36](O)=[O:37])=[C:16]([C:18]3[CH:23]=[CH:22][C:21]([O:24][CH2:25][CH2:26][O:27][C:28]4[CH:33]=[C:32]([F:34])[CH:31]=[CH:30][C:29]=4[Cl:35])=[CH:20][CH:19]=3)[CH2:17][CH:10]1[CH2:11][N:12]([C:39](=[O:41])[CH3:40])[CH2:13]2)=[O:8])(C)C.[CH:44]1([NH:47][CH2:48][C:49]2[CH:54]=[CH:53][CH:52]=[C:51]([Cl:55])[C:50]=2[Cl:56])[CH2:46][CH2:45]1. Given the product [CH:7]([OH:8])=[O:6].[CH:44]1([N:47]([CH2:48][C:49]2[CH:54]=[CH:53][CH:52]=[C:51]([Cl:55])[C:50]=2[Cl:56])[C:36]([C:15]2[CH:14]3[NH:9][CH:10]([CH2:17][C:16]=2[C:18]2[CH:23]=[CH:22][C:21]([O:24][CH2:25][CH2:26][O:27][C:28]4[CH:33]=[C:32]([F:34])[CH:31]=[CH:30][C:29]=4[Cl:35])=[CH:20][CH:19]=2)[CH2:11][N:12]([C:39](=[O:41])[CH3:40])[CH2:13]3)=[O:37])[CH2:45][CH2:46]1, predict the reactants needed to synthesize it. (3) Given the product [Si:32]([O:33][CH2:34][C:35]([C:2]1[N:19]([CH2:20][C@H:21]2[CH2:26][CH2:25][C@H:24]([CH3:27])[CH2:23][CH2:22]2)[C:5]2[C:6]([C:12]3[CH:13]=[N:14][CH:15]=[C:16]([Cl:18])[CH:17]=3)=[N:7][C:8]([C:10]#[N:11])=[CH:9][C:4]=2[N:3]=1)=[CH2:36])([C:28]([CH3:29])([CH3:30])[CH3:31])([CH3:46])[CH3:47], predict the reactants needed to synthesize it. The reactants are: Br[C:2]1[N:19]([CH2:20][C@H:21]2[CH2:26][CH2:25][C@H:24]([CH3:27])[CH2:23][CH2:22]2)[C:5]2[C:6]([C:12]3[CH:13]=[N:14][CH:15]=[C:16]([Cl:18])[CH:17]=3)=[N:7][C:8]([C:10]#[N:11])=[CH:9][C:4]=2[N:3]=1.[C:28]([Si:32]([CH3:47])([CH3:46])[O:33][CH2:34][C:35](B1OC(C)(C)C(C)(C)O1)=[CH2:36])([CH3:31])([CH3:30])[CH3:29].P([O-])([O-])([O-])=O.[K+].[K+].[K+].O. (4) Given the product [C:31]([NH:30][S:27]([C:25]1[C:24]([Cl:35])=[CH:23][C:22]([O:36][CH2:37][CH3:38])=[C:21]([C:10]2[N:9]([C:40]([Cl:42])=[O:41])[C:8]([C:5]3[CH:4]=[CH:3][C:2]([Cl:1])=[CH:7][CH:6]=3)([CH3:39])[C:12]([C:14]3[CH:15]=[CH:16][C:17]([Cl:20])=[CH:18][CH:19]=3)([CH3:13])[N:11]=2)[CH:26]=1)(=[O:29])=[O:28])([CH3:32])([CH3:33])[CH3:34], predict the reactants needed to synthesize it. The reactants are: [Cl:1][C:2]1[CH:7]=[CH:6][C:5]([C@@:8]2([CH3:39])[C@:12]([C:14]3[CH:19]=[CH:18][C:17]([Cl:20])=[CH:16][CH:15]=3)([CH3:13])[NH:11][C:10]([C:21]3[C:22]([O:36][CH2:37][CH3:38])=[CH:23][C:24]([Cl:35])=[C:25]([S:27]([NH:30][C:31]([CH3:34])([CH3:33])[CH3:32])(=[O:29])=[O:28])[CH:26]=3)=[N:9]2)=[CH:4][CH:3]=1.[C:40](Cl)([Cl:42])=[O:41]. (5) Given the product [Cl:1][C:2]1[CH:3]=[C:4]([F:30])[C:5]([C:24]2[N:28]=[C:27]([CH3:29])[O:26][N:25]=2)=[C:6]([C:8]2[CH:9]=[N:10][C:11]3[CH:12]([NH:17][C:18]([C:20]4([NH:23][C:38]([C:36]5[O:35][N:34]=[C:33]([O:32][CH3:31])[CH:37]=5)=[O:39])[CH2:22][CH2:21]4)=[O:19])[CH2:13][CH2:14][C:15]=3[CH:16]=2)[CH:7]=1, predict the reactants needed to synthesize it. The reactants are: [Cl:1][C:2]1[CH:3]=[C:4]([F:30])[C:5]([C:24]2[N:28]=[C:27]([CH3:29])[O:26][N:25]=2)=[C:6]([C:8]2[CH:9]=[N:10][C:11]3[CH:12]([NH:17][C:18]([C:20]4([NH2:23])[CH2:22][CH2:21]4)=[O:19])[CH2:13][CH2:14][C:15]=3[CH:16]=2)[CH:7]=1.[CH3:31][O:32][C:33]1[CH:37]=[C:36]([C:38](O)=[O:39])[O:35][N:34]=1. (6) Given the product [F:32][C:13]1[C:14]([NH:16][CH:17]([C:18]2[CH:23]=[CH:22][C:21]([Cl:24])=[CH:20][CH:19]=2)[C:25]2[CH:26]=[CH:27][C:28]([Cl:31])=[CH:29][CH:30]=2)=[N:15][C:10]([NH:1][C:2]2[CH:7]=[CH:6][CH:5]=[C:4]([OH:8])[CH:3]=2)=[N:11][CH:12]=1, predict the reactants needed to synthesize it. The reactants are: [NH2:1][C:2]1[CH:3]=[C:4]([OH:8])[CH:5]=[CH:6][CH:7]=1.Cl[C:10]1[N:15]=[C:14]([NH:16][CH:17]([C:25]2[CH:30]=[CH:29][C:28]([Cl:31])=[CH:27][CH:26]=2)[C:18]2[CH:23]=[CH:22][C:21]([Cl:24])=[CH:20][CH:19]=2)[C:13]([F:32])=[CH:12][N:11]=1. (7) Given the product [C:25]([O:24][C:22]([NH:21][C:18]1[CH:17]=[CH:16][C:15]([CH2:14][CH2:13][O:12][C:9]2[CH:8]=[CH:7][C:6]([CH2:5][CH:4]([O:29][CH2:30][CH2:31][O:32][CH3:33])[C:3]([OH:34])=[O:2])=[CH:11][CH:10]=2)=[CH:20][CH:19]=1)=[O:23])([CH3:26])([CH3:27])[CH3:28], predict the reactants needed to synthesize it. The reactants are: C[O:2][C:3](=[O:34])[CH:4]([O:29][CH2:30][CH2:31][O:32][CH3:33])[CH2:5][C:6]1[CH:11]=[CH:10][C:9]([O:12][CH2:13][CH2:14][C:15]2[CH:20]=[CH:19][C:18]([NH:21][C:22]([O:24][C:25]([CH3:28])([CH3:27])[CH3:26])=[O:23])=[CH:17][CH:16]=2)=[CH:8][CH:7]=1.[OH-].[Li+].